This data is from Peptide-MHC class I binding affinity with 185,985 pairs from IEDB/IMGT. The task is: Regression. Given a peptide amino acid sequence and an MHC pseudo amino acid sequence, predict their binding affinity value. This is MHC class I binding data. The peptide sequence is RRGWEVLKY. The MHC is HLA-A29:02 with pseudo-sequence HLA-A29:02. The binding affinity (normalized) is 0.392.